From a dataset of Catalyst prediction with 721,799 reactions and 888 catalyst types from USPTO. Predict which catalyst facilitates the given reaction. (1) Reactant: O=P12OP3(OP(OP(O3)(O1)=O)(=O)O2)=O.Cl.C(N(CC)CC)C.[Cl:23][C:24]1[CH:25]=[C:26]([CH:28]=[CH:29][C:30]=1[F:31])[NH2:27].[N:32]1[CH:37]=[CH:36][C:35]([CH2:38][C:39]2[C:48]3[C:43](=[CH:44][CH:45]=[CH:46][CH:47]=3)[C:42](=O)[NH:41][N:40]=2)=[CH:34][CH:33]=1.[OH-].[Na+]. Product: [Cl:23][C:24]1[CH:25]=[C:26]([CH:28]=[CH:29][C:30]=1[F:31])[NH:27][C:42]1[C:43]2[C:48](=[CH:47][CH:46]=[CH:45][CH:44]=2)[C:39]([CH2:38][C:35]2[CH:36]=[CH:37][N:32]=[CH:33][CH:34]=2)=[N:40][N:41]=1. The catalyst class is: 229. (2) Reactant: [C:1]([C:5]1[CH:6]=[CH:7][C:8]([O:32][CH3:33])=[C:9]([CH:31]=1)[C:10]([NH:12][CH2:13][CH2:14][C:15]1[CH:16]=[CH:17][C:18]([O:29][CH3:30])=[C:19]([S:21]([NH:24][C:25]([NH:27][CH3:28])=S)(=[O:23])=[O:22])[CH:20]=1)=[O:11])([CH3:4])([CH3:3])[CH3:2].[OH:34]O.Cl. Product: [C:1]([C:5]1[CH:6]=[CH:7][C:8]([O:32][CH3:33])=[C:9]([CH:31]=1)[C:10]([NH:12][CH2:13][CH2:14][C:15]1[CH:16]=[CH:17][C:18]([O:29][CH3:30])=[C:19]([S:21]([NH:24][C:25]([NH:27][CH3:28])=[O:34])(=[O:22])=[O:23])[CH:20]=1)=[O:11])([CH3:4])([CH3:2])[CH3:3]. The catalyst class is: 74.